The task is: Predict the reactants needed to synthesize the given product.. This data is from Full USPTO retrosynthesis dataset with 1.9M reactions from patents (1976-2016). (1) The reactants are: [C:1]([C:5]1[CH:10]=[CH:9][C:8]([CH:11]2[CH2:13][CH:12]2[C:14]([O:16]CC)=O)=[CH:7][CH:6]=1)([CH3:4])([CH3:3])[CH3:2].O.[NH2:20][NH2:21]. Given the product [C:1]([C:5]1[CH:10]=[CH:9][C:8]([CH:11]2[CH2:13][CH:12]2[C:14]([NH:20][NH2:21])=[O:16])=[CH:7][CH:6]=1)([CH3:4])([CH3:3])[CH3:2], predict the reactants needed to synthesize it. (2) Given the product [O:24]1[C:2]2([CH2:7][CH2:6][O:5][CH:4]([CH2:8][O:9][S:10]([C:13]3[CH:18]=[CH:17][C:16]([N+:19]([O-:21])=[O:20])=[CH:15][CH:14]=3)(=[O:11])=[O:12])[CH2:3]2)[O:1][CH2:22][CH2:23]1, predict the reactants needed to synthesize it. The reactants are: [O:1]=[C:2]1[CH2:7][CH2:6][O:5][CH:4]([CH2:8][O:9][S:10]([C:13]2[CH:18]=[CH:17][C:16]([N+:19]([O-:21])=[O:20])=[CH:15][CH:14]=2)(=[O:12])=[O:11])[CH2:3]1.[CH2:22](O)[CH2:23][OH:24].C1(C)C=CC(S(O)(=O)=O)=CC=1. (3) Given the product [Cl:10][C:7]1[CH:8]=[CH:9][C:4]([CH2:3][CH2:2][N:19]2[C:15]3[CH:14]=[C:13]([Cl:12])[CH:18]=[CH:17][C:16]=3[C:24]3[CH2:23][N:22]([CH3:21])[CH2:27][CH2:26][C:25]2=3)=[CH:5][CH:6]=1, predict the reactants needed to synthesize it. The reactants are: Br[CH2:2][CH2:3][C:4]1[CH:9]=[CH:8][C:7]([Cl:10])=[CH:6][CH:5]=1.Cl.[Cl:12][C:13]1[CH:14]=[C:15]([NH:19]N)[CH:16]=[CH:17][CH:18]=1.[CH3:21][N:22]1[CH2:27][CH2:26][C:25](=O)[CH2:24][CH2:23]1. (4) Given the product [O:1]([C:8]1[CH:9]=[C:10]([C:14]23[CH2:15][CH2:16][C:17]([CH2:18][OH:19])([CH2:20][CH2:21]2)[O:23][CH2:22]3)[CH:11]=[CH:12][CH:13]=1)[C:2]1[CH:3]=[CH:4][CH:5]=[CH:6][CH:7]=1, predict the reactants needed to synthesize it. The reactants are: [O:1]([C:8]1[CH:9]=[C:10]([C:14]2([CH2:22][OH:23])[CH2:21][CH2:20][C:17]3([O:19][CH2:18]3)[CH2:16][CH2:15]2)[CH:11]=[CH:12][CH:13]=1)[C:2]1[CH:7]=[CH:6][CH:5]=[CH:4][CH:3]=1.O.C1(C)C=CC(S(O)(=O)=O)=CC=1. (5) Given the product [CH:32]1([CH2:35][NH:36][C:24]([N:13]2[C@@H:14]3[CH2:18][N:17]([CH2:16][CH2:15]3)[C:11]3[CH:10]=[CH:9][C:8]([C:5]4[CH:6]=[N:7][C:2]([CH3:1])=[CH:3][CH:4]=4)=[N:19][C:12]2=3)=[O:30])[CH2:34][CH2:33]1, predict the reactants needed to synthesize it. The reactants are: [CH3:1][C:2]1[N:7]=[CH:6][C:5]([C:8]2[CH:9]=[CH:10][C:11]3[N:17]4[CH2:18][C@H:14]([CH2:15][CH2:16]4)[NH:13][C:12]=3[N:19]=2)=[CH:4][CH:3]=1.ClC(Cl)(O[C:24](=[O:30])OC(Cl)(Cl)Cl)Cl.[CH:32]1([CH2:35][NH2:36])[CH2:34][CH2:33]1.CCOC(C)=O. (6) Given the product [C:11]([O:15][C:16]([N:18]1[CH2:23][CH2:22][CH:21]([CH:24]=[O:25])[CH2:20][CH2:19]1)=[O:17])([CH3:14])([CH3:13])[CH3:12], predict the reactants needed to synthesize it. The reactants are: CS(C)=O.C(Cl)(=O)C(Cl)=O.[C:11]([O:15][C:16]([N:18]1[CH2:23][CH2:22][CH:21]([CH2:24][OH:25])[CH2:20][CH2:19]1)=[O:17])([CH3:14])([CH3:13])[CH3:12].CCN(CC)CC.